From a dataset of Full USPTO retrosynthesis dataset with 1.9M reactions from patents (1976-2016). Predict the reactants needed to synthesize the given product. (1) Given the product [CH3:27][NH:26][C:24](=[O:25])[CH2:23][O:1][C:2]1[CH:3]=[C:4]2[C:9](=[CH:10][CH:11]=1)[N:8]=[CH:7][CH:6]=[C:5]2[S:12][C:13]1([C:17]([O:19][CH2:20][CH3:21])=[O:18])[CH2:14][CH2:15][CH2:16]1, predict the reactants needed to synthesize it. The reactants are: [OH:1][C:2]1[CH:3]=[C:4]2[C:9](=[CH:10][CH:11]=1)[N:8]=[CH:7][CH:6]=[C:5]2[S:12][C:13]1([C:17]([O:19][CH2:20][CH3:21])=[O:18])[CH2:16][CH2:15][CH2:14]1.Cl[CH2:23][C:24]([NH:26][CH3:27])=[O:25].C(=O)([O-])[O-].[K+].[K+].CN(C)C=O. (2) Given the product [NH2:1][C:2]1[C:3]2[C:10]([NH:11][C:33]([O:35][C:36]([CH3:39])([CH3:38])[CH3:37])=[O:34])=[CH:9][N:8]([C@@H:14]3[O:27][C@H:26]([CH2:28][O:29][C:30](=[O:32])[CH3:31])[C@@H:20]([O:21][C:22](=[O:25])[CH2:23][CH3:24])[C@H:15]3[O:16][C:17](=[O:19])[CH3:18])[C:4]=2[N:5]=[CH:6][N:7]=1, predict the reactants needed to synthesize it. The reactants are: [NH2:1][C:2]1[C:3]2[C:10]([N+:11]([O-])=O)=[CH:9][N:8]([C@@H:14]3[O:27][C@H:26]([CH2:28][O:29][C:30](=[O:32])[CH3:31])[C@@H:20]([O:21][C:22](=[O:25])[CH2:23][CH3:24])[C@H:15]3[O:16][C:17](=[O:19])[CH3:18])[C:4]=2[N:5]=[CH:6][N:7]=1.[C:33](O[C:33]([O:35][C:36]([CH3:39])([CH3:38])[CH3:37])=[O:34])([O:35][C:36]([CH3:39])([CH3:38])[CH3:37])=[O:34]. (3) The reactants are: [NH2:1][C:2]1[N:7]=[C:6]([CH:8]=[O:9])[CH:5]=[CH:4][CH:3]=1.C1(C)C=CC(S([CH2:19][N+:20]#[C-:21])(=O)=O)=CC=1.C(=O)([O-])[O-].[K+].[K+]. Given the product [O:9]1[C:8]([C:6]2[N:7]=[C:2]([NH2:1])[CH:3]=[CH:4][CH:5]=2)=[CH:21][N:20]=[CH:19]1, predict the reactants needed to synthesize it. (4) Given the product [Cl:1][C:2]1[CH:3]=[C:4]2[C:8](=[CH:9][CH:10]=1)[NH:7][CH:6]=[C:5]2[CH2:11][N:12]1[C:20]([C:21]2[N:25]([CH3:26])[CH:24]=[C:23]([C:27]([NH:43][CH2:42][CH2:41][S:38]([CH3:37])(=[O:40])=[O:39])=[O:29])[CH:22]=2)=[C:19]2[C:14]([N:15]([CH2:33][CH:34]([CH3:36])[CH3:35])[C:16](=[O:32])[N:17]([CH3:31])[C:18]2=[O:30])=[N:13]1, predict the reactants needed to synthesize it. The reactants are: [Cl:1][C:2]1[CH:3]=[C:4]2[C:8](=[CH:9][CH:10]=1)[NH:7][CH:6]=[C:5]2[CH2:11][N:12]1[C:20]([C:21]2[N:25]([CH3:26])[CH:24]=[C:23]([C:27]([OH:29])=O)[CH:22]=2)=[C:19]2[C:14]([N:15]([CH2:33][CH:34]([CH3:36])[CH3:35])[C:16](=[O:32])[N:17]([CH3:31])[C:18]2=[O:30])=[N:13]1.[CH3:37][S:38]([CH2:41][CH2:42][NH2:43])(=[O:40])=[O:39].C(P(=O)(OCC)OCC)#N. (5) Given the product [CH2:1]([O:3][C:4](=[O:21])[CH2:5][C:6]1[CH:7]=[CH:8][C:9]([N:12]2[CH:22]=[N:19][C:18]3[C:13]2=[N:14][CH:15]=[N:16][C:17]=3[Cl:20])=[CH:10][CH:11]=1)[CH3:2], predict the reactants needed to synthesize it. The reactants are: [CH2:1]([O:3][C:4](=[O:21])[CH2:5][C:6]1[CH:11]=[CH:10][C:9]([NH:12][C:13]2[C:18]([NH2:19])=[C:17]([Cl:20])[N:16]=[CH:15][N:14]=2)=[CH:8][CH:7]=1)[CH3:2].[CH:22](OCC)(OCC)OCC. (6) Given the product [CH3:17][O:18][C:19](=[O:29])[CH:20]([O:1][C:2]1[CH:3]=[CH:4][C:5]([C:8]2[CH:13]=[CH:12][C:11]([N+:14]([O-:16])=[O:15])=[CH:10][CH:9]=2)=[CH:6][CH:7]=1)[CH2:21][C:22]1[CH:23]=[CH:24][CH:25]=[CH:26][CH:27]=1, predict the reactants needed to synthesize it. The reactants are: [OH:1][C:2]1[CH:7]=[CH:6][C:5]([C:8]2[CH:13]=[CH:12][C:11]([N+:14]([O-:16])=[O:15])=[CH:10][CH:9]=2)=[CH:4][CH:3]=1.[CH3:17][O:18][C:19](=[O:29])[CH:20](O)[CH2:21][C:22]1[CH:27]=[CH:26][CH:25]=[CH:24][CH:23]=1.C1(P(C2C=CC=CC=2)C2C=CC=CC=2)C=CC=CC=1.N(C(OC(C)C)=O)=NC(OC(C)C)=O. (7) Given the product [F:35][C:18]([F:17])([F:36])[S:19]([O:22][C:23]1[CH:28]=[CH:27][C:26]([C:29]([CH2:30][CH3:31])=[C:8]([C:10]2[CH:15]=[CH:14][C:13]([OH:16])=[CH:12][CH:11]=2)[C:5]2[CH:6]=[CH:7][C:2]([OH:1])=[CH:3][CH:4]=2)=[CH:25][C:24]=1[O:33][CH3:34])(=[O:20])=[O:21], predict the reactants needed to synthesize it. The reactants are: [OH:1][C:2]1[CH:7]=[CH:6][C:5]([C:8]([C:10]2[CH:15]=[CH:14][C:13]([OH:16])=[CH:12][CH:11]=2)=O)=[CH:4][CH:3]=1.[F:17][C:18]([F:36])([F:35])[S:19]([O:22][C:23]1[CH:28]=[CH:27][C:26]([C:29](=O)[CH2:30][CH3:31])=[CH:25][C:24]=1[O:33][CH3:34])(=[O:21])=[O:20].